From a dataset of Catalyst prediction with 721,799 reactions and 888 catalyst types from USPTO. Predict which catalyst facilitates the given reaction. (1) Product: [Br:1][C:2]1[C:3]([O:27][CH2:28][C:29]2[NH:33][N:32]=[N:31][N:30]=2)=[CH:4][CH:5]=[C:6]2[C:11]=1[CH:10]=[CH:9][C:8]([C:12]1[O:13][C:14]3[CH:26]=[CH:25][CH:24]=[CH:23][C:15]=3[C:16]=1[C:17](=[O:22])[CH2:18][CH:19]([CH3:21])[CH3:20])=[CH:7]2. Reactant: [Br:1][C:2]1[C:11]2[C:6](=[CH:7][C:8]([C:12]3[O:13][C:14]4[CH:26]=[CH:25][CH:24]=[CH:23][C:15]=4[C:16]=3[C:17](=[O:22])[CH2:18][CH:19]([CH3:21])[CH3:20])=[CH:9][CH:10]=2)[CH:5]=[CH:4][C:3]=1[O:27][CH2:28][C:29]#[N:30].[N-:31]=[N+:32]=[N-:33].[Na+].[Cl-].[NH4+]. The catalyst class is: 3. (2) Reactant: O=[C:2]1[C:6]2[N:7]([CH2:14][C:15]([O:17][CH2:18][CH3:19])=[O:16])[N:8]=[C:9]([C:10]([F:13])([F:12])[F:11])[C:5]=2[CH2:4][CH2:3]1.[CH2:20]([SH:23])[CH2:21][SH:22].B(F)(F)F. Product: [F:11][C:10]([F:13])([F:12])[C:9]1[C:5]2[CH2:4][CH2:3][C:2]3([S:23][CH2:20][CH2:21][S:22]3)[C:6]=2[N:7]([CH2:14][C:15]([O:17][CH2:18][CH3:19])=[O:16])[N:8]=1. The catalyst class is: 2. (3) Reactant: CN(C)C=O.[NH2:6][N:7]1[CH:11]=[CH:10][CH:9]=[N:8]1.[Cl:12][C:13]1[CH:14]=[C:15]([C:20]2([C:35]([F:38])([F:37])[F:36])[O:24][N:23]=[C:22]([C:25]3[CH:33]=[CH:32][C:28]([C:29](Cl)=[O:30])=[C:27]([CH3:34])[CH:26]=3)[CH2:21]2)[CH:16]=[C:17]([Cl:19])[CH:18]=1.C(OCC)(=O)C. Product: [Cl:12][C:13]1[CH:14]=[C:15]([C:20]2([C:35]([F:37])([F:36])[F:38])[O:24][N:23]=[C:22]([C:25]3[CH:33]=[CH:32][C:28]([C:29]([NH:6][N:7]4[CH:11]=[CH:10][CH:9]=[N:8]4)=[O:30])=[C:27]([CH3:34])[CH:26]=3)[CH2:21]2)[CH:16]=[C:17]([Cl:19])[CH:18]=1. The catalyst class is: 80.